This data is from Full USPTO retrosynthesis dataset with 1.9M reactions from patents (1976-2016). The task is: Predict the reactants needed to synthesize the given product. (1) Given the product [CH:5]1[C:6]([CH2:7][CH2:8][CH2:9][C:10]([OH:12])=[O:11])=[CH:1][CH:2]=[C:3]([N:13]([CH2:14][CH2:15][Cl:16])[CH2:17][CH2:18][Cl:19])[CH:4]=1.[NH2:35][CH2:36][C:37]([OH:39])=[O:38].[CH2:40]([OH:47])[C:41]([NH2:46])([CH2:44][OH:45])[CH2:42][OH:43].[CH3:48][CH2:49][CH2:50][CH2:51][CH2:52][CH2:53][CH2:54][CH2:55][CH2:56][CH2:57][CH2:58][CH2:59][CH2:60][CH2:61][CH2:62][C:63]([O:65][CH2:66][CH:67]([O:87][C:88]([CH2:90][CH2:91][CH2:92][CH2:93][CH2:94][CH2:95][CH2:96][CH2:97][CH2:98][CH2:99][CH2:100][CH2:101][CH2:102][CH2:103][CH3:104])=[O:89])[CH2:68][O:69][C:70]([CH2:72][CH2:73][CH2:74][CH2:75][CH2:76][CH2:77][CH2:78][CH2:79][CH2:80][CH2:81][CH2:82][CH2:83][CH2:84][CH2:85][CH3:86])=[O:71])=[O:64], predict the reactants needed to synthesize it. The reactants are: [CH:1]1[C:6]([CH2:7][CH2:8][CH2:9][C:10]([OH:12])=[O:11])=[CH:5][CH:4]=[C:3]([N:13]([CH2:17][CH2:18][Cl:19])[CH2:14][CH2:15][Cl:16])[CH:2]=1.C1CCC(N=C=NC2CCCCC2)CC1.[NH2:35][CH2:36][C:37]([OH:39])=[O:38].[CH2:40]([OH:47])[C:41]([NH2:46])([CH2:44][OH:45])[CH2:42][OH:43].[CH3:48][CH2:49][CH2:50][CH2:51][CH2:52][CH2:53][CH2:54][CH2:55][CH2:56][CH2:57][CH2:58][CH2:59][CH2:60][CH2:61][CH2:62][C:63]([O:65][CH2:66][CH:67]([O:87][C:88]([CH2:90][CH2:91][CH2:92][CH2:93][CH2:94][CH2:95][CH2:96][CH2:97][CH2:98][CH2:99][CH2:100][CH2:101][CH2:102][CH2:103][CH3:104])=[O:89])[CH2:68][O:69][C:70]([CH2:72][CH2:73][CH2:74][CH2:75][CH2:76][CH2:77][CH2:78][CH2:79][CH2:80][CH2:81][CH2:82][CH2:83][CH2:84][CH2:85][CH3:86])=[O:71])=[O:64]. (2) Given the product [F:14][C:13]([P:16](=[O:23])([O:20][CH2:21][CH3:22])[O:17][CH2:18][CH3:19])([F:15])[CH:12]([OH:24])[C:11]([N:6]1[C:7]2[C:3](=[C:2]([NH:1][S:45]([CH3:44])(=[O:47])=[O:46])[CH:10]=[CH:9][CH:8]=2)[CH:4]=[N:5]1)([C:27]1[CH:28]=[CH:29][C:30]([C:33]([F:36])([F:35])[F:34])=[CH:31][CH:32]=1)[CH2:25][CH3:26], predict the reactants needed to synthesize it. The reactants are: [NH2:1][C:2]1[CH:10]=[CH:9][CH:8]=[C:7]2[C:3]=1[CH:4]=[N:5][N:6]2[C:11]([C:27]1[CH:32]=[CH:31][C:30]([C:33]([F:36])([F:35])[F:34])=[CH:29][CH:28]=1)([CH2:25][CH3:26])[CH:12]([OH:24])[C:13]([P:16](=[O:23])([O:20][CH2:21][CH3:22])[O:17][CH2:18][CH3:19])([F:15])[F:14].CN1CCOCC1.[CH3:44][S:45](Cl)(=[O:47])=[O:46]. (3) The reactants are: [CH3:1][O:2][C:3]1[CH:8]=[CH:7][CH:6]=[C:5]([O:9][CH3:10])[C:4]=1[CH:11]1[N:16]([CH2:17][C:18]2[CH:23]=[CH:22][C:21]([O:24][C:25]([F:28])([F:27])[F:26])=[CH:20][CH:19]=2)[C:15](=[O:29])[CH2:14][N:13](C(OC(C)(C)C)=O)[CH2:12]1.Cl.O1CCOCC1. Given the product [CH3:1][O:2][C:3]1[CH:8]=[CH:7][CH:6]=[C:5]([O:9][CH3:10])[C:4]=1[CH:11]1[N:16]([CH2:17][C:18]2[CH:23]=[CH:22][C:21]([O:24][C:25]([F:27])([F:28])[F:26])=[CH:20][CH:19]=2)[C:15](=[O:29])[CH2:14][NH:13][CH2:12]1, predict the reactants needed to synthesize it. (4) Given the product [Br:23][CH2:24][C:25]([C:16]1[N:12]([CH2:11][CH:5]2[CH2:6][CH2:7][CH2:8][CH2:9][CH2:10]2)[C:13]([CH3:22])=[C:14]([C:17]([O:19][CH2:20][CH3:21])=[O:18])[CH:15]=1)=[O:26], predict the reactants needed to synthesize it. The reactants are: [Al+3].[Cl-].[Cl-].[Cl-].[CH:5]1([CH2:11][N:12]2[CH:16]=[CH:15][C:14]([C:17]([O:19][CH2:20][CH3:21])=[O:18])=[C:13]2[CH3:22])[CH2:10][CH2:9][CH2:8][CH2:7][CH2:6]1.[Br:23][CH2:24][C:25](Br)=[O:26]. (5) Given the product [O:31]1[CH2:32][CH2:33][N:28]([CH2:2][C:3]2[N:8]=[C:7]([C:9]3[CH:14]=[CH:13][CH:12]=[CH:11][CH:10]=3)[N:6]=[C:5]([C:15]([O:17][CH3:18])=[O:16])[CH:4]=2)[CH2:29][CH2:30]1, predict the reactants needed to synthesize it. The reactants are: Br[CH2:2][C:3]1[N:8]=[C:7]([C:9]2[CH:14]=[CH:13][CH:12]=[CH:11][CH:10]=2)[N:6]=[C:5]([C:15]([O:17][CH3:18])=[O:16])[CH:4]=1.CCN(C(C)C)C(C)C.[NH:28]1[CH2:33][CH2:32][O:31][CH2:30][CH2:29]1.